Dataset: Retrosynthesis with 50K atom-mapped reactions and 10 reaction types from USPTO. Task: Predict the reactants needed to synthesize the given product. (1) Given the product CCOC(=O)N=C(CC(C)C)OCC, predict the reactants needed to synthesize it. The reactants are: CCOC(=N)CC(C)C.CCOC(=O)Cl. (2) Given the product CCOC(=O)CCCCCCCn1c(C)nc(-c2ccccc2)c1-c1ccccc1, predict the reactants needed to synthesize it. The reactants are: CCOC(=O)CCCCCCCBr.Cc1nc(-c2ccccc2)c(-c2ccccc2)[nH]1. (3) Given the product CC(C)(C)OC(=O)N1C(=O)OC(c2ccc(F)cc2)C1Cc1cccc(SC(F)(F)F)c1, predict the reactants needed to synthesize it. The reactants are: CC(C)(C)OC(=O)OC(=O)OC(C)(C)C.O=C1NC(Cc2cccc(SC(F)(F)F)c2)C(c2ccc(F)cc2)O1. (4) Given the product CC(C)(C)OC(=O)CNCC(NC(=O)OC(C)(C)C)(c1cc(Br)ccc1F)C(F)F, predict the reactants needed to synthesize it. The reactants are: CC(C)(C)OC(=O)CBr.CC(C)(C)OC(=O)NC(CN)(c1cc(Br)ccc1F)C(F)F. (5) Given the product CCCCC1=NN(C(=O)NC(C)(C)c2ccccc2)C(C)(C)C1c1ccccc1, predict the reactants needed to synthesize it. The reactants are: CC(C)(N=C=O)c1ccccc1.CCCCC1=NNC(C)(C)C1c1ccccc1. (6) Given the product C[C@H]1CN(c2ncc(-c3cccc4cccnc34)cc2C=O)C[C@@H](C)O1, predict the reactants needed to synthesize it. The reactants are: C[C@H]1CN(c2ncc(Br)cc2C=O)C[C@@H](C)O1.OB(O)c1cccc2cccnc12. (7) Given the product Cc1ccc([N+](=O)[O-])c(C=Nc2ccccc2C#N)c1, predict the reactants needed to synthesize it. The reactants are: Cc1ccc([N+](=O)[O-])c(C=O)c1.N#Cc1ccccc1N. (8) Given the product COc1cccc(CN2CCc3[nH]c(-c4n[nH]c5cc(-c6cc(F)c(O)cc6CC(F)(F)F)ccc45)nc3C2)c1, predict the reactants needed to synthesize it. The reactants are: COc1cccc(C=O)c1.Oc1cc(CC(F)(F)F)c(-c2ccc3c(-c4nc5c([nH]4)CCNC5)n[nH]c3c2)cc1F. (9) Given the product CC1=NN(C)S(=O)(=O)c2c1ccc(Cl)c2Cl, predict the reactants needed to synthesize it. The reactants are: CC1=NNS(=O)(=O)c2c1ccc(Cl)c2Cl.CI.